From a dataset of Forward reaction prediction with 1.9M reactions from USPTO patents (1976-2016). Predict the product of the given reaction. (1) Given the reactants FC(F)(F)C(O)=O.[CH3:8][NH:9][CH2:10][C@H:11]1[CH2:16][CH2:15][C@H:14]([C:17]#[C:18][CH2:19][O:20][S:21]([CH3:24])(=[O:23])=[O:22])[CH2:13][CH2:12]1.[CH:25]1[C:30]([O:31][C:32](Cl)=[O:33])=[CH:29][CH:28]=[C:27]([Cl:35])[CH:26]=1.CCN(C(C)C)C(C)C, predict the reaction product. The product is: [Cl:35][C:27]1[CH:28]=[CH:29][C:30]([O:31][C:32]([N:9]([CH2:10][C@H:11]2[CH2:12][CH2:13][C@H:14]([C:17]#[C:18][CH2:19][O:20][S:21]([CH3:24])(=[O:23])=[O:22])[CH2:15][CH2:16]2)[CH3:8])=[O:33])=[CH:25][CH:26]=1. (2) Given the reactants [N:1]([CH2:4][C@H:5]1[CH2:10][CH2:9][CH2:8][CH2:7][C@@H:6]1[NH2:11])=[N+:2]=[N-:3].O=[C:13]1[CH2:18][CH2:17][N:16]([C:19]([O:21][C:22]([CH3:25])([CH3:24])[CH3:23])=[O:20])[CH2:15][CH2:14]1.C(O[BH-](OC(=O)C)OC(=O)C)(=O)C.[Na+], predict the reaction product. The product is: [N:1]([CH2:4][C@H:5]1[CH2:10][CH2:9][CH2:8][CH2:7][C@@H:6]1[NH:11][CH:13]1[CH2:18][CH2:17][N:16]([C:19]([O:21][C:22]([CH3:25])([CH3:24])[CH3:23])=[O:20])[CH2:15][CH2:14]1)=[N+:2]=[N-:3]. (3) Given the reactants [Cl:1][C:2]1[CH:9]=[C:8]([Cl:10])[CH:7]=[C:6]([Cl:11])[C:3]=1[C:4]#N.C(O)=[O:13].O.[Al], predict the reaction product. The product is: [Cl:1][C:2]1[CH:9]=[C:8]([Cl:10])[CH:7]=[C:6]([Cl:11])[C:3]=1[CH:4]=[O:13]. (4) Given the reactants [H-].[Na+].[NH2:3][C:4]1[C:13]2[C:8](=[C:9]([O:16][CH:17]3[CH2:21][CH2:20][CH2:19][CH2:18]3)[C:10]([O:14][CH3:15])=[CH:11][CH:12]=2)[O:7][C:6](=[O:22])[CH:5]=1.CS(C)=O.[Br:27][C:28]1[CH:29]=[N:30][CH:31]=[C:32]([Cl:35])[C:33]=1Cl, predict the reaction product. The product is: [Br:27][C:28]1[CH:29]=[N:30][CH:31]=[C:32]([Cl:35])[C:33]=1[NH:3][C:4]1[C:13]2[C:8](=[C:9]([O:16][CH:17]3[CH2:21][CH2:20][CH2:19][CH2:18]3)[C:10]([O:14][CH3:15])=[CH:11][CH:12]=2)[O:7][C:6](=[O:22])[CH:5]=1. (5) Given the reactants C(N(C(C)C)CC)(C)C.[S:10](Cl)([C:13]1[CH:19]=[CH:18][C:16]([CH3:17])=[CH:15][CH:14]=1)(=[O:12])=[O:11].[OH:21][C:22]1[CH:26]=[CH:25][NH:24][C:23]=1[C:27]([O:29][CH3:30])=[O:28], predict the reaction product. The product is: [S:10]([O:21][C:22]1[CH:26]=[CH:25][NH:24][C:23]=1[C:27]([O:29][CH3:30])=[O:28])([C:13]1[CH:19]=[CH:18][C:16]([CH3:17])=[CH:15][CH:14]=1)(=[O:12])=[O:11].